From a dataset of Catalyst prediction with 721,799 reactions and 888 catalyst types from USPTO. Predict which catalyst facilitates the given reaction. (1) Reactant: [N:1]1[C:10]2[C:5](=[CH:6][CH:7]=[CH:8][CH:9]=2)[N:4]=[CH:3][C:2]=1[CH2:11][CH2:12][C:13]1[NH:14][C:15]2[C:16]([N:25]=1)=[C:17]1[C:22](=[CH:23][CH:24]=2)[N:21]=[CH:20][CH:19]=[CH:18]1.[H-].[Na+].I[CH3:29].[ClH:30]. Product: [ClH:30].[CH3:29][N:14]1[C:15]2[C:16](=[C:17]3[C:22](=[CH:23][CH:24]=2)[N:21]=[CH:20][CH:19]=[CH:18]3)[N:25]=[C:13]1[CH2:12][CH2:11][C:2]1[CH:3]=[N:4][C:5]2[C:10](=[CH:9][CH:8]=[CH:7][CH:6]=2)[N:1]=1. The catalyst class is: 121. (2) Reactant: [C:1]([O:7][CH2:8][C:9]1[CH:14]=[CH:13][CH:12]=[CH:11][CH:10]=1)(=[O:6])[CH2:2][C:3]([CH3:5])=[O:4].[Cl:15][C:16]1[CH:23]=[CH:22][C:19]([CH2:20]Br)=[CH:18][CH:17]=1.C[Si](C)(C)[N-][Si](C)(C)C.[Na+]. Product: [Cl:15][C:16]1[CH:23]=[CH:22][C:19]([CH2:20][CH:2]([C:3](=[O:4])[CH3:5])[C:1]([O:7][CH2:8][C:9]2[CH:10]=[CH:11][CH:12]=[CH:13][CH:14]=2)=[O:6])=[CH:18][CH:17]=1. The catalyst class is: 1. (3) The catalyst class is: 34. Reactant: CC[CH2:3][CH:4]([CH3:6])[CH3:5].[Mn]([O-])(=O)(=O)=[O:8].[K+].C(N([CH2:18][CH3:19])CC)C.Cl.C[N:22]([CH3:24])C.[Cl:25][C:26]1[CH:31]=[CH:30][C:29]([S:32](Cl)(=[O:34])=[O:33])=[CH:28][CH:27]=1.[C:36]([O:39]CC)(=[O:38])C. Product: [Cl:25][C:26]1[CH:31]=[CH:30][C:29]([S:32]([O:34][CH2:18][CH2:19][CH2:24][NH:22][C:36]([O:39][C:4]([CH3:3])([CH3:5])[CH3:6])=[O:38])(=[O:8])=[O:33])=[CH:28][CH:27]=1.